From a dataset of Forward reaction prediction with 1.9M reactions from USPTO patents (1976-2016). Predict the product of the given reaction. (1) Given the reactants Cl.[S:2]1[CH:6]=[CH:5][C:4]([C:7](=[NH:9])[NH2:8])=[CH:3]1.[Cl:10][C:11]([SH:14])(Cl)Cl.[OH-].[Na+], predict the reaction product. The product is: [Cl:10][C:11]1[S:14][N:8]=[C:7]([C:4]2[CH:5]=[CH:6][S:2][CH:3]=2)[N:9]=1. (2) The product is: [NH2:1][CH:4]([CH:10]([O:17][C:18]1[CH:23]=[CH:22][C:21]([F:24])=[CH:20][C:19]=1[N+:25]([O-:27])=[O:26])[C:11]1[CH:12]=[CH:13][CH:14]=[CH:15][CH:16]=1)[C:5]([O:7][CH2:8][CH3:9])=[O:6]. Given the reactants [N:1]([CH:4]([CH:10]([O:17][C:18]1[CH:23]=[CH:22][C:21]([F:24])=[CH:20][C:19]=1[N+:25]([O-:27])=[O:26])[C:11]1[CH:16]=[CH:15][CH:14]=[CH:13][CH:12]=1)[C:5]([O:7][CH2:8][CH3:9])=[O:6])=[N+]=[N-].C1(P(C2C=CC=CC=2)C2C=CC=CC=2)C=CC=CC=1.O, predict the reaction product. (3) The product is: [F:23][C:18]([F:24])([C:19]([F:22])([F:21])[F:20])[C:17](=[O:25])[CH2:16][S:13][C:12](=[NH:14])[CH2:11][C:4]1[CH:5]=[CH:6][C:7]([N+:8]([O-:10])=[O:9])=[C:2]([CH3:1])[CH:3]=1. Given the reactants [CH3:1][C:2]1[CH:3]=[C:4]([CH2:11][C:12]([NH2:14])=[S:13])[CH:5]=[CH:6][C:7]=1[N+:8]([O-:10])=[O:9].Br[CH2:16][C:17](=[O:25])[C:18]([F:24])([F:23])[C:19]([F:22])([F:21])[F:20].C(=O)([O-])[O-].[K+].[K+], predict the reaction product. (4) Given the reactants [NH2:1][C:2]1[NH:7][C:6](=[O:8])[NH:5][C:4](=[O:9])[CH:3]=1.S([O-])([O-])(=O)=O.[NH4+].[NH4+].[C:17](#N)C.IC, predict the reaction product. The product is: [NH2:1][C:2]1[NH:7][C:6](=[O:8])[N:5]([CH3:17])[C:4](=[O:9])[CH:3]=1. (5) The product is: [CH:1]1([CH2:4][CH2:5][NH:6][C:12]([N:24]2[CH2:23][C@H:22]([C:26]3[N:30]4[C:31]5[CH:37]=[CH:36][N:35]([S:38]([C:41]6[CH:42]=[CH:43][C:44]([CH3:45])=[CH:46][CH:47]=6)(=[O:40])=[O:39])[C:32]=5[N:33]=[CH:34][C:29]4=[N:28][N:27]=3)[C@H:21]([CH2:19][CH3:20])[CH2:25]2)=[O:13])[CH2:3][CH2:2]1. Given the reactants [CH:1]1([CH2:4][CH2:5][NH2:6])[CH2:3][CH2:2]1.C1N=CN([C:12](N2C=NC=C2)=[O:13])C=1.[CH2:19]([C@H:21]1[CH2:25][NH:24][CH2:23][C@H:22]1[C:26]1[N:30]2[C:31]3[CH:37]=[CH:36][N:35]([S:38]([C:41]4[CH:47]=[CH:46][C:44]([CH3:45])=[CH:43][CH:42]=4)(=[O:40])=[O:39])[C:32]=3[N:33]=[CH:34][C:29]2=[N:28][N:27]=1)[CH3:20], predict the reaction product. (6) Given the reactants C([O:3][C:4](=[O:39])[CH2:5][O:6][C:7]1[CH:12]=[CH:11][C:10]([S:13][C:14]2[CH:19]=[C:18]([C:20]#[C:21][C:22]3[CH:27]=[CH:26][CH:25]=[CH:24][CH:23]=3)[CH:17]=[C:16]([O:28][CH2:29][CH2:30][CH2:31][N:32]3[CH2:37][CH2:36][O:35][CH2:34][CH2:33]3)[CH:15]=2)=[CH:9][C:8]=1[CH3:38])C.[OH-].[Na+].Cl, predict the reaction product. The product is: [CH3:38][C:8]1[CH:9]=[C:10]([S:13][C:14]2[CH:19]=[C:18]([C:20]#[C:21][C:22]3[CH:27]=[CH:26][CH:25]=[CH:24][CH:23]=3)[CH:17]=[C:16]([O:28][CH2:29][CH2:30][CH2:31][N:32]3[CH2:33][CH2:34][O:35][CH2:36][CH2:37]3)[CH:15]=2)[CH:11]=[CH:12][C:7]=1[O:6][CH2:5][C:4]([OH:39])=[O:3]. (7) Given the reactants [Li]N([Si](C)(C)C)[Si](C)(C)C.[N:11]1[CH:16]=[CH:15][C:14]([CH2:17][C:18]([O:20][CH2:21][CH3:22])=[O:19])=[CH:13][CH:12]=1.[CH3:23]I, predict the reaction product. The product is: [N:11]1[CH:16]=[CH:15][C:14]([CH:17]([CH3:23])[C:18]([O:20][CH2:21][CH3:22])=[O:19])=[CH:13][CH:12]=1.